Dataset: Full USPTO retrosynthesis dataset with 1.9M reactions from patents (1976-2016). Task: Predict the reactants needed to synthesize the given product. Given the product [CH2:1]([NH:8][C:9](=[O:13])[C:10]([CH3:12])=[CH2:11])[C:2]1[CH:7]=[CH:6][CH:5]=[CH:4][CH:3]=1.[CH3:36][CH2:35][C:34]([CH2:39][O:30][C:26]([C:27]([CH3:29])=[CH2:28])=[O:31])([CH2:37][O:24][C:20]([C:21]([CH3:23])=[CH2:22])=[O:25])[CH2:32][O:18][C:14]([C:15]([CH3:17])=[CH2:16])=[O:19], predict the reactants needed to synthesize it. The reactants are: [CH2:1]([NH:8][C:9](=[O:13])[C:10]([CH3:12])=[CH2:11])[C:2]1[CH:7]=[CH:6][CH:5]=[CH:4][CH:3]=1.[C:14]([OH:19])(=[O:18])[C:15]([CH3:17])=[CH2:16].[C:20]([OH:25])(=[O:24])[C:21]([CH3:23])=[CH2:22].[C:26]([OH:31])(=[O:30])[C:27]([CH3:29])=[CH2:28].[CH2:32]([C:34]([CH2:39]O)([CH2:37]O)[CH2:35][CH3:36])O.[Na].